This data is from Full USPTO retrosynthesis dataset with 1.9M reactions from patents (1976-2016). The task is: Predict the reactants needed to synthesize the given product. (1) Given the product [CH:1]1([NH:7][C:8]2[C:13]([C:14]([NH2:16])=[O:15])=[CH:12][N:11]=[C:10]([NH:31][C:30]3[CH:29]=[CH:28][C:27]([N:24]4[CH2:25][CH2:26][O:21][CH2:22][CH2:23]4)=[CH:33][CH:32]=3)[N:9]=2)[CH2:6][CH2:5][CH2:4][CH2:3][CH2:2]1, predict the reactants needed to synthesize it. The reactants are: [CH:1]1([NH:7][C:8]2[C:13]([C:14]([NH2:16])=[O:15])=[CH:12][N:11]=[C:10](S(C)(=O)=O)[N:9]=2)[CH2:6][CH2:5][CH2:4][CH2:3][CH2:2]1.[O:21]1[CH2:26][CH2:25][N:24]([C:27]2[CH:33]=[CH:32][C:30]([NH2:31])=[CH:29][CH:28]=2)[CH2:23][CH2:22]1.Cl.O1CCOCC1.C(=O)(O)[O-].[Na+]. (2) The reactants are: C[O:2][C:3]1[CH:12]=[CH:11][C:6]2[N:7]=[C:8]([CH3:10])[S:9][C:5]=2[CH:4]=1.B(Br)(Br)Br. Given the product [CH3:10][C:8]1[S:9][C:5]2[CH:4]=[C:3]([OH:2])[CH:12]=[CH:11][C:6]=2[N:7]=1, predict the reactants needed to synthesize it. (3) Given the product [Cl:27][C:25]1[N:26]=[C:17]([N:14]2[CH2:13][CH2:12][CH:11]([NH:10][C:8](=[O:9])[O:7][C:3]([CH3:4])([CH3:5])[CH3:6])[CH2:16][CH2:15]2)[CH:18]=[C:19]([C:20]([NH:1][NH2:2])=[O:21])[CH:24]=1, predict the reactants needed to synthesize it. The reactants are: [NH2:1][NH2:2].[C:3]([O:7][C:8]([NH:10][CH:11]1[CH2:16][CH2:15][N:14]([C:17]2[CH:18]=[C:19]([CH:24]=[C:25]([Cl:27])[N:26]=2)[C:20](OC)=[O:21])[CH2:13][CH2:12]1)=[O:9])([CH3:6])([CH3:5])[CH3:4]. (4) The reactants are: [CH:1]12[CH2:10][CH:5]3[CH2:6][CH:7]([CH2:9][CH:3]([CH2:4]3)[CH:2]1[C:11](O)=[O:12])[CH2:8]2.S(Cl)(Cl)=O.[NH2:18][N:19]1[C:28](=[O:29])[C:27]2[C:22](=[CH:23][CH:24]=[CH:25][CH:26]=2)[N:21]=[C:20]1[C:30]1[CH:35]=[CH:34][CH:33]=[CH:32][CH:31]=1.C(N(C(C)C)CC)(C)C. Given the product [O:29]=[C:28]1[C:27]2[C:22](=[CH:23][CH:24]=[CH:25][CH:26]=2)[N:21]=[C:20]([C:30]2[CH:35]=[CH:34][CH:33]=[CH:32][CH:31]=2)[N:19]1[NH:18][C:11]([CH:2]1[CH:1]2[CH2:10][CH:5]3[CH2:6][CH:7]([CH2:9][CH:3]1[CH2:4]3)[CH2:8]2)=[O:12], predict the reactants needed to synthesize it. (5) Given the product [CH3:1][C:2]1[C:3]([N:9]2[CH2:10][CH2:11][N:12]([C:15]([C:17]3[CH:18]=[CH:19][C:20]([N:23]4[CH:27]([CH3:28])[CH2:26][NH:25][C:24]4=[O:38])=[CH:21][CH:22]=3)=[O:16])[CH2:13][CH2:14]2)=[N:4][CH:5]=[C:6]([CH3:8])[CH:7]=1, predict the reactants needed to synthesize it. The reactants are: [CH3:1][C:2]1[C:3]([N:9]2[CH2:14][CH2:13][N:12]([C:15]([C:17]3[CH:22]=[CH:21][C:20]([N:23]4[CH:27]([CH3:28])[CH2:26][N:25](CC5C=CC(OC)=CC=5)[C:24]4=[O:38])=[CH:19][CH:18]=3)=[O:16])[CH2:11][CH2:10]2)=[N:4][CH:5]=[C:6]([CH3:8])[CH:7]=1.FC(F)(F)C(O)=O. (6) Given the product [NH2:50][C:46]1[N:45]=[CH:44][N:43]=[C:42]2[C:47]=1[N:48]=[CH:49][N:41]2[C@@H:33]1[CH2:32][C@H:31]([CH2:30][N:26]([CH:24]2[CH2:25][CH:22]([CH2:21][CH2:20][C:18]3[NH:17][C:16]4[CH:62]=[CH:63][C:13]([C:9]([CH3:12])([CH3:11])[CH3:10])=[CH:14][C:15]=4[N:19]=3)[CH2:23]2)[CH:27]([CH3:28])[CH3:29])[C@@H:35]([OH:36])[C@H:34]1[OH:38], predict the reactants needed to synthesize it. The reactants are: FC(F)(F)C(O)=O.O.[C:9]([C:13]1[CH:63]=[CH:62][C:16]2[NH:17][C:18]([CH2:20][CH2:21][CH:22]3[CH2:25][CH:24]([N:26]([CH2:30][C@@H:31]4[C@H:35]5[O:36]C(C)(C)[O:38][C@H:34]5[C@H:33]([N:41]5[CH:49]=[N:48][C:47]6[C:42]5=[N:43][CH:44]=[N:45][C:46]=6[NH:50]CC5C=CC(OC)=CC=5OC)[CH2:32]4)[CH:27]([CH3:29])[CH3:28])[CH2:23]3)=[N:19][C:15]=2[CH:14]=1)([CH3:12])([CH3:11])[CH3:10].C([SiH](CC)CC)C.C([O-])([O-])=O.[K+].[K+].